Dataset: Reaction yield outcomes from USPTO patents with 853,638 reactions. Task: Predict the reaction yield, written as a fraction of the theoretical maximum amount of product (1.0 means a 100% yield; for example, 0.34 means a 34% yield). (1) The reactants are [F:1][C:2]([F:16])([CH2:12][CH2:13][CH2:14][CH3:15])[C:3](=[O:11])[CH2:4]P(=O)(OC)OC.O.[OH-].[Li+].[C:20]([O:23][C@@H:24]1[C@H:28]([CH2:29][CH2:30][CH2:31][CH2:32][CH2:33][CH2:34][C:35]([O:37][CH3:38])=[O:36])[C@@H:27]([CH:39]=O)[C@H:26]([O:41][CH:42]2[CH2:47][CH2:46][CH2:45][CH2:44][O:43]2)[CH2:25]1)(=[O:22])[CH3:21].O. The catalyst is O1CCCC1. The product is [C:20]([O:23][C@@H:24]1[C@H:28]([CH2:29][CH2:30][CH2:31][CH2:32][CH2:33][CH2:34][C:35]([O:37][CH3:38])=[O:36])[C@@H:27](/[CH:39]=[CH:4]/[C:3](=[O:11])[C:2]([F:1])([F:16])[CH2:12][CH2:13][CH2:14][CH3:15])[C@H:26]([O:41][CH:42]2[CH2:47][CH2:46][CH2:45][CH2:44][O:43]2)[CH2:25]1)(=[O:22])[CH3:21]. The yield is 0.598. (2) The product is [F:11][C:10](=[C:37]1[CH2:38][N:39]([C:41]([O:43][C:44]([CH3:47])([CH3:46])[CH3:45])=[O:42])[CH2:40]1)[S:7]([C:1]1[CH:2]=[CH:3][CH:4]=[CH:5][CH:6]=1)(=[O:9])=[O:8]. The reactants are [C:1]1([S:7]([CH2:10][F:11])(=[O:9])=[O:8])[CH:6]=[CH:5][CH:4]=[CH:3][CH:2]=1.P(Cl)(=O)(OCC)OCC.O1CCCC1.C[Si](C)(C)[N-][Si](C)(C)C.[Li+].O=[C:37]1[CH2:40][N:39]([C:41]([O:43][C:44]([CH3:47])([CH3:46])[CH3:45])=[O:42])[CH2:38]1.[Cl-].[NH4+]. The catalyst is CCOC(C)=O. The yield is 0.775. (3) The reactants are O[Li].O.[CH2:4]([O:11][N:12]([C@H:25]1[CH2:30][N:29]([C:31]([O:33][C:34]([CH3:37])([CH3:36])[CH3:35])=[O:32])[C@H:28]([C:38]([O:40]CC)=[O:39])[CH2:27][CH2:26]1)[S:13]([C:16]1[CH:21]=[CH:20][CH:19]=[CH:18][C:17]=1[N+:22]([O-:24])=[O:23])(=[O:15])=[O:14])[C:5]1[CH:10]=[CH:9][CH:8]=[CH:7][CH:6]=1.Cl. The catalyst is C1COCC1.O. The product is [CH2:4]([O:11][N:12]([C@H:25]1[CH2:30][N:29]([C:31]([O:33][C:34]([CH3:36])([CH3:37])[CH3:35])=[O:32])[C@H:28]([C:38]([OH:40])=[O:39])[CH2:27][CH2:26]1)[S:13]([C:16]1[CH:21]=[CH:20][CH:19]=[CH:18][C:17]=1[N+:22]([O-:24])=[O:23])(=[O:14])=[O:15])[C:5]1[CH:10]=[CH:9][CH:8]=[CH:7][CH:6]=1. The yield is 0.950. (4) The reactants are [H-].[Na+].[CH3:3][O:4][N:5]([CH3:17])[C:6](=[O:16])[CH2:7]P(=O)(OCC)OCC.[F:18][C:19]1[C:20]([O:28][CH3:29])=[C:21]([C:24]([F:27])=[CH:25][CH:26]=1)[CH:22]=O. The catalyst is C(OCC)C. The product is [F:18][C:19]1[C:20]([O:28][CH3:29])=[C:21](/[CH:22]=[CH:7]/[C:6]([N:5]([O:4][CH3:3])[CH3:17])=[O:16])[C:24]([F:27])=[CH:25][CH:26]=1. The yield is 0.660.